Dataset: Reaction yield outcomes from USPTO patents with 853,638 reactions. Task: Predict the reaction yield, written as a fraction of the theoretical maximum amount of product (1.0 means a 100% yield; for example, 0.34 means a 34% yield). (1) The reactants are I[C:2]1[N:7]=[CH:6][C:5]([N:8]([CH3:25])[C:9](=[O:24])[C:10]2[CH:15]=[C:14]([C:16](F)([F:18])F)[CH:13]=[C:12](C(F)(F)F)[CH:11]=2)=[C:4]([C:26]2[CH:31]=[CH:30][CH:29]=[CH:28][C:27]=2[CH3:32])[CH:3]=1.CC(C)([O-])C.[Na+].C1C=CC(P(C2C(C3C(P(C4C=CC=CC=4)C4C=CC=CC=4)=CC=C4C=3C=CC=C4)=C3C(C=CC=C3)=CC=2)C2C=CC=CC=2)=CC=1.C(=[NH:98])(C1C=CC=CC=1)C1C=CC=CC=1.Cl.C([O-])(O)=O.[Na+]. The catalyst is C1(C)C=CC=CC=1.C([O-])(=O)C.[Pd+2].C([O-])(=O)C. The product is [NH2:98][C:2]1[N:7]=[CH:6][C:5]([N:8]([CH3:25])[C:9](=[O:24])[C:10]2[CH:11]=[CH:12][CH:13]=[C:14]([CH2:16][F:18])[CH:15]=2)=[C:4]([C:26]2[CH:31]=[CH:30][CH:29]=[CH:28][C:27]=2[CH3:32])[CH:3]=1. The yield is 0.350. (2) The reactants are [CH2:1]([O:4][C:5](=[O:23])[NH:6][C:7]1[CH:12]=[CH:11][CH:10]=[C:9]([C:13](=O)[CH2:14][C:15]2[CH:20]=[CH:19][N:18]=[C:17]([Cl:21])[N:16]=2)[CH:8]=1)[CH:2]=[CH2:3].C1C(=O)N(Br)C(=O)C1.[CH2:32]([NH:34][C:35]([NH2:37])=[S:36])[CH3:33]. The catalyst is C(Cl)Cl. The product is [Cl:21][C:17]1[N:16]=[C:15]([C:14]2[S:36][C:35]([NH:34][CH2:32][CH3:33])=[N:37][C:13]=2[C:9]2[CH:8]=[C:7]([NH:6][C:5](=[O:23])[O:4][CH2:1][CH:2]=[CH2:3])[CH:12]=[CH:11][CH:10]=2)[CH:20]=[CH:19][N:18]=1. The yield is 0.800. (3) The reactants are [CH2:1]([O:8][C:9]1[CH:10]=[CH:11][C:12]([C@@H:20]([OH:23])[CH2:21][Br:22])=[C:13]2[C:18]=1[NH:17][C:16](=[O:19])[CH:15]=[CH:14]2)[C:2]1[CH:7]=[CH:6][CH:5]=[CH:4][CH:3]=1.CN(C)C=O.N1C(C)=CC=CC=1C.FC(F)(F)S(O[Si:43]([C:46]([CH3:49])([CH3:48])[CH3:47])([CH3:45])[CH3:44])(=O)=O. The catalyst is C1CCCCC1.CO. The product is [CH2:1]([O:8][C:9]1[CH:10]=[CH:11][C:12]([C@@H:20]([O:23][Si:43]([C:46]([CH3:49])([CH3:48])[CH3:47])([CH3:45])[CH3:44])[CH2:21][Br:22])=[C:13]2[C:18]=1[NH:17][C:16](=[O:19])[CH:15]=[CH:14]2)[C:2]1[CH:3]=[CH:4][CH:5]=[CH:6][CH:7]=1. The yield is 0.800. (4) The catalyst is O. The reactants are [Cl:1][C:2]1[C:6]([NH2:7])=[CH:5][N:4]([C:8]2[CH:9]=[N:10][CH:11]=[CH:12][CH:13]=2)[N:3]=1.C(OCC)(=O)C.C(=O)(O)[O-].[Na+].[Cl:25][CH2:26][CH2:27][C:28](Cl)=[O:29]. The yield is 0.960. The product is [Cl:25][CH2:26][CH2:27][C:28]([NH:7][C:6]1[C:2]([Cl:1])=[N:3][N:4]([C:8]2[CH:9]=[N:10][CH:11]=[CH:12][CH:13]=2)[CH:5]=1)=[O:29]. (5) The reactants are Cl[C:2]1[N:7]=[CH:6][C:5]([N+:8]([O-:10])=[O:9])=[CH:4][N:3]=1.[F:11][C:12]([F:19])([F:18])[C:13]1[CH:14]=[N:15][NH:16][CH:17]=1.C([O-])([O-])=O.[K+].[K+]. The catalyst is C(#N)C. The product is [N+:8]([C:5]1[CH:4]=[N:3][C:2]([N:15]2[CH:14]=[C:13]([C:12]([F:19])([F:18])[F:11])[CH:17]=[N:16]2)=[N:7][CH:6]=1)([O-:10])=[O:9]. The yield is 0.490. (6) The yield is 0.371. The reactants are Br[CH2:2][CH2:3][CH2:4][O:5][C:6]1[CH:11]=[C:10]([O:12][CH3:13])[C:9]([Cl:14])=[CH:8][C:7]=1[NH:15][C:16](=[O:18])[CH3:17].C([O-])([O-])=O.[K+].[K+].[F:25][C:26]1[CH:38]=[CH:37][C:29]([CH2:30][C:31]2([OH:36])[CH2:35][CH2:34][NH:33][CH2:32]2)=[CH:28][CH:27]=1. The catalyst is CN(C=O)C.O. The product is [Cl:14][C:9]1[C:10]([O:12][CH3:13])=[CH:11][C:6]([O:5][CH2:4][CH2:3][CH2:2][N:33]2[CH2:34][CH2:35][C:31]([CH2:30][C:29]3[CH:37]=[CH:38][C:26]([F:25])=[CH:27][CH:28]=3)([OH:36])[CH2:32]2)=[C:7]([NH:15][C:16](=[O:18])[CH3:17])[CH:8]=1. (7) The reactants are NC[C:3]1[CH:11]=[CH:10][C:6]([C:7]([OH:9])=[O:8])=[CH:5][C:4]=1[N+:12]([O-:14])=[O:13].ClC(OCC1C2C=CC=CC=2C2C1=CC=CC=2)=O. The catalyst is C([O-])([O-])=O.[Na+].[Na+].O1CCOCC1. The product is [N+:12]([C:4]1[CH:5]=[C:6]([CH:10]=[CH:11][CH:3]=1)[C:7]([OH:9])=[O:8])([O-:14])=[O:13]. The yield is 0.920.